Dataset: Full USPTO retrosynthesis dataset with 1.9M reactions from patents (1976-2016). Task: Predict the reactants needed to synthesize the given product. (1) Given the product [CH3:5][O:6][C:7]([C:9]1[S:28][C:12]2[C:13]3[CH:14]=[CH:15][CH:16]=[C:17]([N:20]([C:1](=[O:3])[CH3:2])[CH2:21][CH:22]4[CH2:27][CH2:26][CH2:25][CH2:24][CH2:23]4)[C:18]=3[S:19][C:11]=2[C:10]=1[O:29][CH2:30][C:31]([O:33][CH2:34][CH3:35])=[O:32])=[O:8], predict the reactants needed to synthesize it. The reactants are: [C:1](Cl)(=[O:3])[CH3:2].[CH3:5][O:6][C:7]([C:9]1[S:28][C:12]2[C:13]3[CH:14]=[CH:15][CH:16]=[C:17]([NH:20][CH2:21][CH:22]4[CH2:27][CH2:26][CH2:25][CH2:24][CH2:23]4)[C:18]=3[S:19][C:11]=2[C:10]=1[O:29][CH2:30][C:31]([O:33][CH2:34][CH3:35])=[O:32])=[O:8]. (2) The reactants are: C([O:3][C:4]([C:6]1[CH:7]=[CH:8][C:9]2[CH:10]=[C:11]3[C:18](=[O:19])[NH:17][CH2:16][CH:15]([CH3:20])[N:12]3[C:13]=2[CH:14]=1)=[O:5])C.[OH-].[Na+]. Given the product [CH3:20][CH:15]1[N:12]2[C:13]3[CH:14]=[C:6]([C:4]([OH:5])=[O:3])[CH:7]=[CH:8][C:9]=3[CH:10]=[C:11]2[C:18](=[O:19])[NH:17][CH2:16]1, predict the reactants needed to synthesize it. (3) Given the product [Cl:1][C:2]1[N:7]=[C:6]([N:25]2[CH2:30][CH2:29][O:28][CH2:27][CH2:26]2)[C:5]2[O:9][CH2:15][CH:13]([C:12]([F:17])([F:16])[F:11])[O:14][C:4]=2[N:3]=1, predict the reactants needed to synthesize it. The reactants are: [Cl:1][C:2]1[N:7]=[C:6](Cl)[C:5]([OH:9])=[C:4](Cl)[N:3]=1.[F:11][C:12]([F:17])([F:16])[CH:13]1[CH2:15][O:14]1.C(N(CC)CC)C.[NH:25]1[CH2:30][CH2:29][O:28][CH2:27][CH2:26]1. (4) Given the product [Cl:1][C:2]1[N:11]=[C:10]([NH:30][CH2:29][CH:28]([CH:31]2[CH2:36][CH2:35][CH2:34][CH2:33][CH2:32]2)[C:22]2[CH:23]=[CH:24][CH:25]=[CH:26][CH:27]=2)[C:9]2[C:4](=[CH:5][CH:6]=[CH:7][CH:8]=2)[N:3]=1, predict the reactants needed to synthesize it. The reactants are: [Cl:1][C:2]1[N:11]=[C:10](Cl)[C:9]2[C:4](=[CH:5][CH:6]=[CH:7][CH:8]=2)[N:3]=1.C(N(CC)C(C)C)(C)C.[CH:22]1([CH:28]([C:31]2[CH:36]=[CH:35][CH:34]=[CH:33][CH:32]=2)[CH2:29][NH2:30])[CH2:27][CH2:26][CH2:25][CH2:24][CH2:23]1. (5) Given the product [C:15]([C:12]1[CH:13]=[CH:14][C:9]([O:8][CH2:7][C:6]([OH:5])=[O:19])=[C:10]([C:17]#[C:18][C:23]2[CH:24]=[C:25]([S:27]([CH:30]([CH3:31])[CH3:32])(=[O:28])=[O:29])[CH:26]=[CH:21][C:22]=2[CH3:33])[CH:11]=1)#[N:16], predict the reactants needed to synthesize it. The reactants are: C([O:5][C:6](=[O:19])[CH2:7][O:8][C:9]1[CH:14]=[CH:13][C:12]([C:15]#[N:16])=[CH:11][C:10]=1[C:17]#[CH:18])(C)(C)C.Br[C:21]1[CH:26]=[C:25]([S:27]([CH:30]([CH3:32])[CH3:31])(=[O:29])=[O:28])[CH:24]=[CH:23][C:22]=1[CH3:33].